From a dataset of Full USPTO retrosynthesis dataset with 1.9M reactions from patents (1976-2016). Predict the reactants needed to synthesize the given product. (1) Given the product [Cl:36][C:9]1[N:8]=[C:7]([NH:41][CH:38]([CH3:37])[CH:39]=[CH2:40])[C:6]2[C:11](=[CH:12][CH:13]=[C:4]([N+:1]([O-:3])=[O:2])[CH:5]=2)[N:10]=1, predict the reactants needed to synthesize it. The reactants are: [N+:1]([C:4]1[CH:5]=[C:6]2[C:11](=[CH:12][CH:13]=1)[NH:10][C:9](=O)[NH:8][C:7]2=O)([O-:3])=[O:2].CN1CCN(C)C1=O.P(Cl)(Cl)(Cl)=O.C(N(CC)CC)C.[ClH:36].[CH3:37][CH:38]([NH2:41])[CH:39]=[CH2:40]. (2) The reactants are: [CH3:1][C:2]1[N:3]=[N:4][NH:5][CH:6]=1.[H-].[Na+].CS(O[CH2:14][CH:15]1[CH2:20][CH2:19][N:18]([C:21](=[O:38])/[CH:22]=[CH:23]/[C:24]2[CH:29]=[CH:28][C:27]([Cl:30])=[CH:26][C:25]=2[CH2:31][N:32]2[N:36]=[N:35][C:34]([CH3:37])=[N:33]2)[CH2:17][CH2:16]1)(=O)=O.CCOC(C)=O. Given the product [Cl:30][C:27]1[CH:28]=[CH:29][C:24](/[CH:23]=[CH:22]/[C:21]([N:18]2[CH2:19][CH2:20][CH:15]([CH2:14][N:4]3[N:3]=[C:2]([CH3:1])[CH:6]=[N:5]3)[CH2:16][CH2:17]2)=[O:38])=[C:25]([CH2:31][N:32]2[N:36]=[N:35][C:34]([CH3:37])=[N:33]2)[CH:26]=1, predict the reactants needed to synthesize it. (3) Given the product [OH:3][NH:2][C:26]([C:21]1[CH:20]=[CH:19][C:18]2[CH2:17][CH:16]([C:13]3[CH:14]=[CH:15][C:10]([O:9][CH3:8])=[CH:11][CH:12]=3)[CH2:25][CH2:24][C:23]=2[CH:22]=1)=[O:28], predict the reactants needed to synthesize it. The reactants are: Cl.[NH2:2][OH:3].[OH-].[K+].NO.[CH3:8][O:9][C:10]1[CH:15]=[CH:14][C:13]([CH:16]2[CH2:25][CH2:24][C:23]3[CH:22]=[C:21]([C:26]([O:28]C)=O)[CH:20]=[CH:19][C:18]=3[CH2:17]2)=[CH:12][CH:11]=1.C(O)(=O)C.